From a dataset of Forward reaction prediction with 1.9M reactions from USPTO patents (1976-2016). Predict the product of the given reaction. (1) Given the reactants [NH2:1][C:2]1[C:3](=[O:12])[N:4]([CH3:11])[C:5](=[O:10])[N:6]([CH3:9])[C:7]=1[NH2:8].[C:13](O)(=[O:15])[CH3:14], predict the reaction product. The product is: [NH2:1][C:2]1[C:3](=[O:12])[N:4]([CH3:11])[C:5](=[O:10])[N:6]([CH3:9])[C:7]=1[NH:8][C:13](=[O:15])[CH3:14]. (2) Given the reactants [CH:1]([C:4]1[CH:9]=[CH:8][C:7]([NH:10][C:11](=[O:37])[NH:12][C:13]2[CH:18]=[CH:17][C:16]([C:19]3[CH:20]=[C:21]([C:34]([OH:36])=O)[N:22]([S:24]([C:27]4[CH:32]=[CH:31][C:30]([CH3:33])=[CH:29][CH:28]=4)(=[O:26])=[O:25])[CH:23]=3)=[CH:15][CH:14]=2)=[CH:6][CH:5]=1)([CH3:3])[CH3:2].[NH2:38][CH2:39][CH2:40][N:41]1[CH2:46][CH2:45][O:44][CH2:43][CH2:42]1.CCN=C=NCCCN(C)C.C1C=CC2N(O)N=NC=2C=1.C(N(CC)CC)C, predict the reaction product. The product is: [N:41]1([CH2:40][CH2:39][NH:38][C:34]([C:21]2[N:22]([S:24]([C:27]3[CH:28]=[CH:29][C:30]([CH3:33])=[CH:31][CH:32]=3)(=[O:26])=[O:25])[CH:23]=[C:19]([C:16]3[CH:15]=[CH:14][C:13]([NH:12][C:11]([NH:10][C:7]4[CH:6]=[CH:5][C:4]([CH:1]([CH3:3])[CH3:2])=[CH:9][CH:8]=4)=[O:37])=[CH:18][CH:17]=3)[CH:20]=2)=[O:36])[CH2:46][CH2:45][O:44][CH2:43][CH2:42]1. (3) Given the reactants [NH2:1][C:2]1[CH:19]=[CH:18][C:5]2[CH2:6][CH2:7][N:8]([C:11]([O:13][C:14]([CH3:17])([CH3:16])[CH3:15])=[O:12])[CH2:9][CH2:10][C:4]=2[CH:3]=1.[Cl:20]N1C(=O)CCC1=O.S([O-])([O-])=O.[Na+].[Na+], predict the reaction product. The product is: [C:14]([O:13][C:11]([N:8]1[CH2:9][CH2:10][C:4]2[CH:3]=[C:2]([NH2:1])[CH:19]=[CH:18][C:5]=2[CH:6]([Cl:20])[CH2:7]1)=[O:12])([CH3:16])([CH3:15])[CH3:17]. (4) Given the reactants [Si]([O:8][C:9]1[CH:14]=[CH:13][C:12]([C:15]2[CH:20]=[CH:19][C:18]([CH:21]=[O:22])=[CH:17][CH:16]=2)=[CH:11][CH:10]=1)(C(C)(C)C)(C)C.[F-].[K+].Br.Cl, predict the reaction product. The product is: [OH:8][C:9]1[CH:10]=[CH:11][C:12]([C:15]2[CH:20]=[CH:19][C:18]([CH:21]=[O:22])=[CH:17][CH:16]=2)=[CH:13][CH:14]=1. (5) Given the reactants [CH:1]([N:4]1[CH2:9][CH2:8][N:7]([C:10]([C:12]2[CH:19]=[CH:18][C:15]([CH:16]=O)=[CH:14][CH:13]=2)=[O:11])[CH2:6][CH2:5]1)([CH3:3])[CH3:2].[CH3:20][O:21][CH2:22][CH2:23][NH:24][CH2:25][CH2:26][CH3:27], predict the reaction product. The product is: [CH:1]([N:4]1[CH2:9][CH2:8][N:7]([C:10]([C:12]2[CH:19]=[CH:18][C:15]([CH2:16][N:24]([CH2:23][CH2:22][O:21][CH3:20])[CH2:25][CH2:26][CH3:27])=[CH:14][CH:13]=2)=[O:11])[CH2:6][CH2:5]1)([CH3:3])[CH3:2]. (6) Given the reactants Br[C:2]1[CH:7]=[CH:6][C:5]([C:8]2[N:12]([CH2:13][C@@H:14]3[CH2:18][CH2:17][N:16]([C:19]([CH:21]4[CH2:23][CH2:22]4)=[O:20])[CH2:15]3)[CH:11]=[N:10][N:9]=2)=[C:4]([F:24])[CH:3]=1.[F:25][C:26]1[CH:31]=[C:30]([F:32])[CH:29]=[CH:28][C:27]=1B(O)O, predict the reaction product. The product is: [CH:21]1([C:19]([N:16]2[CH2:17][CH2:18][C@@H:14]([CH2:13][N:12]3[CH:11]=[N:10][N:9]=[C:8]3[C:5]3[CH:6]=[CH:7][C:2]([C:29]4[CH:28]=[CH:27][C:26]([F:25])=[CH:31][C:30]=4[F:32])=[CH:3][C:4]=3[F:24])[CH2:15]2)=[O:20])[CH2:23][CH2:22]1. (7) Given the reactants [CH3:1][C:2]1[N:3]=[C:4]([CH:7]=[O:8])[S:5][CH:6]=1.[CH3:9][Mg+].[Br-], predict the reaction product. The product is: [CH3:1][C:2]1[N:3]=[C:4]([CH:7]([OH:8])[CH3:9])[S:5][CH:6]=1. (8) The product is: [O:11]1[CH:12]=[CH:13][CH:9]=[C:10]1[C:14]1[O:4][C:1]([CH3:2])=[C:18]([CH3:19])[N:22]=1. Given the reactants [C:1]([OH:4])(=O)[CH3:2].O=C(C)C([C:9]1[CH:13]=[CH:12][O:11][C:10]=1[C:14](O)=O)C.[C:18]([O-])(=O)[CH3:19].[NH4+:22], predict the reaction product. (9) The product is: [CH3:44][S:45]([N:3]1[CH2:4][CH2:5][N:1]=[C:2]1[C:6]1([C:9]2[CH:10]=[CH:11][C:12]([N:15]3[CH2:20][CH2:19][C:18]4[C:21]([C:32]([F:33])([F:34])[F:35])=[N:22][N:23]([C:24]5[CH:29]=[CH:28][C:27]([O:30][CH3:31])=[CH:26][CH:25]=5)[C:17]=4[C:16]3=[O:36])=[CH:13][CH:14]=2)[CH2:7][CH2:8]1)(=[O:47])=[O:46]. Given the reactants [NH:1]1[CH2:5][CH2:4][N:3]=[C:2]1[C:6]1([C:9]2[CH:14]=[CH:13][C:12]([N:15]3[CH2:20][CH2:19][C:18]4[C:21]([C:32]([F:35])([F:34])[F:33])=[N:22][N:23]([C:24]5[CH:29]=[CH:28][C:27]([O:30][CH3:31])=[CH:26][CH:25]=5)[C:17]=4[C:16]3=[O:36])=[CH:11][CH:10]=2)[CH2:8][CH2:7]1.CCN(CC)CC.[CH3:44][S:45](Cl)(=[O:47])=[O:46], predict the reaction product. (10) Given the reactants [Br:1][C:2]1[CH:8]=[CH:7][C:5]([NH2:6])=[CH:4][CH:3]=1.Cl[C:10](Cl)([O:12]C(=O)OC(Cl)(Cl)Cl)Cl, predict the reaction product. The product is: [Br:1][C:2]1[CH:8]=[CH:7][C:5]([N:6]=[C:10]=[O:12])=[CH:4][CH:3]=1.